From a dataset of Full USPTO retrosynthesis dataset with 1.9M reactions from patents (1976-2016). Predict the reactants needed to synthesize the given product. Given the product [CH3:20][CH:19]([O:18][C:17]1[C:8]([O:7][CH2:24][CH:23]=[CH2:22])=[C:9]([CH:14]=[CH:15][CH:16]=1)[C:10]([O:12][CH3:13])=[O:11])[CH3:21], predict the reactants needed to synthesize it. The reactants are: C(=O)([O-])[O-].[Cs+].[Cs+].[OH:7][C:8]1[C:17]([O:18][CH:19]([CH3:21])[CH3:20])=[CH:16][CH:15]=[CH:14][C:9]=1[C:10]([O:12][CH3:13])=[O:11].[CH2:22](Br)[CH:23]=[CH2:24].O.